Dataset: Catalyst prediction with 721,799 reactions and 888 catalyst types from USPTO. Task: Predict which catalyst facilitates the given reaction. (1) Reactant: [C:1]([N:8]1[CH2:13][CH2:12][NH:11][CH2:10][CH2:9]1)([O:3][C:4]([CH3:7])([CH3:6])[CH3:5])=[O:2].[C:14](=[O:16])=[O:15].C(=O)([O-])O.C([N+](CCCC)(CCCC)CCCC)CCC.[F:38][C:39]1[CH:46]=[CH:45][CH:44]=[CH:43][C:40]=1[CH2:41]Cl. Product: [F:38][C:39]1[CH:46]=[CH:45][CH:44]=[CH:43][C:40]=1[CH2:41][O:15][C:14]([N:11]1[CH2:10][CH2:9][N:8]([C:1]([O:3][C:4]([CH3:7])([CH3:6])[CH3:5])=[O:2])[CH2:13][CH2:12]1)=[O:16]. The catalyst class is: 10. (2) Reactant: [H-].[Na+].[Cl:3][C:4]1[CH:5]=[N:6][C:7]([C:10]([CH:12]2[CH2:17][CH2:16][C@@H:15]([C:18]([O:20][CH2:21][CH3:22])=[O:19])[C@@H:14]([CH3:23])[CH2:13]2)=O)=[N:8][CH:9]=1.[Cl-].[NH4+].[CH2:26]1COCC1. The catalyst class is: 629. Product: [Cl:3][C:4]1[CH:5]=[N:6][C:7]([C:10]([CH:12]2[CH2:17][CH2:16][C@@H:15]([C:18]([O:20][CH2:21][CH3:22])=[O:19])[C@@H:14]([CH3:23])[CH2:13]2)=[CH2:26])=[N:8][CH:9]=1. (3) Reactant: [H-].[Na+].[CH2:3]([O:17][CH2:18][C@H:19]([O:22][CH2:23][CH2:24][CH2:25][CH2:26][CH2:27][CH2:28][CH2:29][CH2:30][CH2:31][CH2:32][CH2:33][CH2:34][CH2:35][CH3:36])[CH2:20][OH:21])[CH2:4][CH2:5][CH2:6][CH2:7][CH2:8][CH2:9][CH2:10][CH2:11][CH2:12][CH2:13][CH2:14][CH2:15][CH3:16].Br[CH2:38][CH2:39][O:40][CH:41]1[CH2:46][CH2:45][CH2:44][CH2:43][O:42]1. Product: [CH2:23]([O:22][CH:19]([CH2:18][O:17][CH2:3][CH2:4][CH2:5][CH2:6][CH2:7][CH2:8][CH2:9][CH2:10][CH2:11][CH2:12][CH2:13][CH2:14][CH2:15][CH3:16])[CH2:20][O:21][CH2:38][CH2:39][O:40][CH:41]1[CH2:46][CH2:45][CH2:44][CH2:43][O:42]1)[CH2:24][CH2:25][CH2:26][CH2:27][CH2:28][CH2:29][CH2:30][CH2:31][CH2:32][CH2:33][CH2:34][CH2:35][CH3:36]. The catalyst class is: 7.